From a dataset of Forward reaction prediction with 1.9M reactions from USPTO patents (1976-2016). Predict the product of the given reaction. Given the reactants Cl[C:2]1[CH:11]=[CH:10][C:9]2[C:4](=[CH:5][CH:6]=[CH:7][N:8]=2)[N:3]=1.[CH3:12]OC1C=CC=C(OC)C=1C1C=CC=CC=1P(C1CCCCC1)C1CCCCC1.[O-]P([O-])([O-])=O.[K+].[K+].[K+].[CH3:49][CH2:50][O:51][C:52]([CH3:54])=[O:53], predict the reaction product. The product is: [N:3]1[C:4]2[C:9](=[N:8][CH:7]=[CH:6][CH:5]=2)[CH:10]=[CH:11][C:2]=1[CH:12]=[CH:54][C:52]([O:51][CH2:50][CH3:49])=[O:53].